From a dataset of Peptide-MHC class I binding affinity with 185,985 pairs from IEDB/IMGT. Regression. Given a peptide amino acid sequence and an MHC pseudo amino acid sequence, predict their binding affinity value. This is MHC class I binding data. (1) The peptide sequence is KEPGVSRELL. The MHC is HLA-B45:01 with pseudo-sequence HLA-B45:01. The binding affinity (normalized) is 0. (2) The peptide sequence is RVKEKYQHL. The MHC is HLA-B54:01 with pseudo-sequence HLA-B54:01. The binding affinity (normalized) is 0.